This data is from Full USPTO retrosynthesis dataset with 1.9M reactions from patents (1976-2016). The task is: Predict the reactants needed to synthesize the given product. (1) Given the product [CH3:27][C:22]([NH:21][C:12]([C:10]1[CH:9]=[CH:8][C:7]([N:15]2[CH2:18][C:17]([F:20])([F:19])[CH2:16]2)=[C:6]([O:5][CH2:4][CH:1]2[CH2:2][CH2:3]2)[N:11]=1)=[O:14])([C:23](=[O:24])[NH:25][CH3:26])[CH3:28], predict the reactants needed to synthesize it. The reactants are: [CH:1]1([CH2:4][O:5][C:6]2[N:11]=[C:10]([C:12]([OH:14])=O)[CH:9]=[CH:8][C:7]=2[N:15]2[CH2:18][C:17]([F:20])([F:19])[CH2:16]2)[CH2:3][CH2:2]1.[NH2:21][C:22]([CH3:28])([CH3:27])[C:23]([NH:25][CH3:26])=[O:24]. (2) Given the product [CH:30]1([CH2:29][O:28][C:22]2[CH:23]=[CH:24][C:25]([F:27])=[CH:26][C:21]=2[C:20]2[C:15]3[NH:14][C:13]([CH3:33])=[C:12]([C:10]([NH:9][C@H:6]4[CH2:7][CH2:8][C@H:3]([NH:2][C:38](=[O:37])[CH2:39][OH:40])[CH2:4][CH2:5]4)=[O:11])[C:16]=3[N:17]=[CH:18][N:19]=2)[CH2:31][CH2:32]1, predict the reactants needed to synthesize it. The reactants are: Cl.[NH2:2][C@H:3]1[CH2:8][CH2:7][C@H:6]([NH:9][C:10]([C:12]2[C:16]3[N:17]=[CH:18][N:19]=[C:20]([C:21]4[CH:26]=[C:25]([F:27])[CH:24]=[CH:23][C:22]=4[O:28][CH2:29][CH:30]4[CH2:32][CH2:31]4)[C:15]=3[NH:14][C:13]=2[CH3:33])=[O:11])[CH2:5][CH2:4]1.C([O:37][CH2:38][C:39](Cl)=[O:40])(=O)C. (3) The reactants are: [Cl:1][C:2]1[CH:7]=[CH:6][CH:5]=[CH:4][C:3]=1[C:8]1[S:12][C:11]([C:13]([O:15][CH3:16])=[O:14])=[CH:10][C:9]=1[C:17]1[CH:22]=[CH:21][C:20]([O:23]C)=[CH:19][CH:18]=1.B(Br)(Br)Br.CO. Given the product [Cl:1][C:2]1[CH:7]=[CH:6][CH:5]=[CH:4][C:3]=1[C:8]1[S:12][C:11]([C:13]([O:15][CH3:16])=[O:14])=[CH:10][C:9]=1[C:17]1[CH:18]=[CH:19][C:20]([OH:23])=[CH:21][CH:22]=1, predict the reactants needed to synthesize it. (4) Given the product [CH3:4][C:2]([C:5]1[C:10]([NH:11][C:12]([C:14]2[C:23](=[O:24])[C:22]3[CH:21]=[CH:20][CH:19]=[CH:18][C:17]=3[NH:16][CH:15]=2)=[O:13])=[CH:9][C:8]([OH:25])=[C:7]([C:26]([CH3:29])([CH3:28])[CH3:27])[CH:6]=1)([CH3:1])[CH3:3].[CH3:12][OH:13], predict the reactants needed to synthesize it. The reactants are: [CH3:1][C:2]([C:5]1[C:10]([NH:11][C:12]([C:14]2[C:23](=[O:24])[C:22]3[CH:21]=[CH:20][CH:19]=[CH:18][C:17]=3[NH:16][CH:15]=2)=[O:13])=[CH:9][C:8]([OH:25])=[C:7]([C:26]([CH3:29])([CH3:28])[CH3:27])[CH:6]=1)([CH3:4])[CH3:3].